From a dataset of Catalyst prediction with 721,799 reactions and 888 catalyst types from USPTO. Predict which catalyst facilitates the given reaction. (1) Reactant: [CH2:1]([N:5]1[C:13]([N:14]2[CH2:19][CH2:18][NH:17][C@@H:16]([CH3:20])[CH2:15]2)=[N:12][C:11]2[C:6]1=[N:7][C:8]([C:27]1[CH:28]=[N:29][C:30]([NH2:33])=[N:31][CH:32]=1)=[N:9][C:10]=2[N:21]1[CH2:26][CH2:25][O:24][CH2:23][CH2:22]1)[CH:2]([CH3:4])[CH3:3].C1(N=C=NC2CCCCC2)CCCCC1.ON1C2C=CC=CC=2N=N1.[OH:59][C@H:60]([CH3:65])[CH2:61][C:62](O)=[O:63]. Product: [NH2:33][C:30]1[N:31]=[CH:32][C:27]([C:8]2[N:7]=[C:6]3[C:11]([N:12]=[C:13]([N:14]4[CH2:19][CH2:18][N:17]([C:62](=[O:63])[CH2:61][C@H:60]([OH:59])[CH3:65])[C@@H:16]([CH3:20])[CH2:15]4)[N:5]3[CH2:1][CH:2]([CH3:4])[CH3:3])=[C:10]([N:21]3[CH2:26][CH2:25][O:24][CH2:23][CH2:22]3)[N:9]=2)=[CH:28][N:29]=1. The catalyst class is: 9. (2) Reactant: Cl.[CH2:2]([C:4]([S:30]([CH3:33])(=[O:32])=[O:31])([CH2:15][CH2:16][N:17]1[CH:22]=[CH:21][C:20]([C:23]2[CH:28]=[CH:27][CH:26]=[CH:25][CH:24]=2)=[CH:19][C:18]1=[O:29])[C:5]([NH:7][O:8]C1CCCCO1)=[O:6])[CH3:3]. Product: [CH2:2]([C:4]([S:30]([CH3:33])(=[O:32])=[O:31])([CH2:15][CH2:16][N:17]1[CH:22]=[CH:21][C:20]([C:23]2[CH:28]=[CH:27][CH:26]=[CH:25][CH:24]=2)=[CH:19][C:18]1=[O:29])[C:5]([NH:7][OH:8])=[O:6])[CH3:3]. The catalyst class is: 98.